From a dataset of CYP1A2 inhibition data for predicting drug metabolism from PubChem BioAssay. Regression/Classification. Given a drug SMILES string, predict its absorption, distribution, metabolism, or excretion properties. Task type varies by dataset: regression for continuous measurements (e.g., permeability, clearance, half-life) or binary classification for categorical outcomes (e.g., BBB penetration, CYP inhibition). Dataset: cyp1a2_veith. (1) The drug is CCCC(=O)Nc1nc(-c2ccc3c(c2)CCN3S(C)(=O)=O)cs1. The result is 0 (non-inhibitor). (2) The compound is COCCNC(=S)NC1CC2CCCC(C1)N2Cc1cccs1. The result is 0 (non-inhibitor).